This data is from Forward reaction prediction with 1.9M reactions from USPTO patents (1976-2016). The task is: Predict the product of the given reaction. (1) Given the reactants [Cl:1][C:2]1[N:10]([CH2:11][CH:12]=[CH2:13])[C:9]2[C:8](=[O:14])[NH:7][C:6](=[O:15])[NH:5][C:4]=2[N:3]=1.C(=O)([O-])[O-].[Na+].[Na+].CS(O[CH2:27][CH2:28][CH:29]1[CH2:31][CH2:30]1)(=O)=O, predict the reaction product. The product is: [Cl:1][C:2]1[N:10]([CH2:11][CH:12]=[CH2:13])[C:9]2[C:8](=[O:14])[NH:7][C:6](=[O:15])[N:5]([CH2:27][CH2:28][CH:29]3[CH2:31][CH2:30]3)[C:4]=2[N:3]=1. (2) Given the reactants [CH2:1]([C:5]1[CH:6]=[C:7]2[C:11](=[CH:12][CH:13]=1)[NH:10][C:9]([CH:14]=[O:15])=[CH:8]2)[CH2:2][CH2:3][CH3:4].CI.[C:18](=O)([O-])[O-].[K+].[K+], predict the reaction product. The product is: [CH2:1]([C:5]1[CH:6]=[C:7]2[C:11](=[CH:12][CH:13]=1)[N:10]([CH3:18])[C:9]([CH:14]=[O:15])=[CH:8]2)[CH2:2][CH2:3][CH3:4]. (3) Given the reactants [Cl-].[Cl-].[Cl-].[Al+3].[H-].[Al+3].[Li+].[H-].[H-].[H-].[CH3:11][C:12]1[N:22]([CH2:23][C:24]2[CH:29]=[CH:28][C:27]([NH:30][C:31]([CH:33]3[CH2:38][CH2:37][N:36]([CH3:39])[CH2:35][CH2:34]3)=O)=[CH:26][CH:25]=2)[C:15]2=[N:16][C:17]([CH3:21])=[CH:18][C:19]([CH3:20])=[C:14]2[N:13]=1.[OH-].[Na+], predict the reaction product. The product is: [CH3:11][C:12]1[N:22]([CH2:23][C:24]2[CH:29]=[CH:28][C:27]([NH:30][CH2:31][CH:33]3[CH2:34][CH2:35][N:36]([CH3:39])[CH2:37][CH2:38]3)=[CH:26][CH:25]=2)[C:15]2=[N:16][C:17]([CH3:21])=[CH:18][C:19]([CH3:20])=[C:14]2[N:13]=1.